From a dataset of Catalyst prediction with 721,799 reactions and 888 catalyst types from USPTO. Predict which catalyst facilitates the given reaction. (1) Reactant: [C:1](Cl)(=[O:3])[CH3:2].Cl.[F:6][C:7]1[CH:8]=[C:9]([CH:13]=[C:14]2[CH2:19][CH2:18][CH2:17][NH:16][CH2:15]2)[CH:10]=[CH:11][CH:12]=1.C(N(C(C)C)CC)(C)C. Product: [F:6][C:7]1[CH:8]=[C:9]([CH:13]=[C:14]2[CH2:19][CH2:18][CH2:17][N:16]([C:1](=[O:3])[CH3:2])[CH2:15]2)[CH:10]=[CH:11][CH:12]=1. The catalyst class is: 20. (2) Reactant: CCCCCC.[CH2:7]([C:17]1[CH:18]=[C:19]2[C:24](=[CH:25][CH:26]=1)[CH:23]=[C:22]([O:27][CH3:28])[CH:21]=[CH:20]2)[CH2:8][CH2:9][CH2:10][CH2:11][CH2:12][CH2:13][CH2:14][CH2:15][CH3:16].[CH3:29][S:30]SC.[Cl-].[NH4+]. Product: [CH2:7]([C:17]1[CH:18]=[C:19]2[C:24](=[CH:25][CH:26]=1)[CH:23]=[C:22]([O:27][CH3:28])[C:21]([S:30][CH3:29])=[CH:20]2)[CH2:8][CH2:9][CH2:10][CH2:11][CH2:12][CH2:13][CH2:14][CH2:15][CH3:16]. The catalyst class is: 1.